This data is from Experimentally validated miRNA-target interactions with 360,000+ pairs, plus equal number of negative samples. The task is: Binary Classification. Given a miRNA mature sequence and a target amino acid sequence, predict their likelihood of interaction. (1) The miRNA is mmu-miR-216b-5p with sequence AAAUCUCUGCAGGCAAAUGUGA. The protein sequence of the target gene is MEGMDVDLDPELMQKFSCLGTTDKDVLISEFQRLLGFQLNPAGCAFFLDMTNWNLQAAIGAYYDFESPNISVPSMSFVEDVTIGEGESIPPDTQFIKTWRIQNSGAEAWPPGVCLKYVGGDQFGHVNMVMVRSLEPQEIADVSVQMCSPSRAGMYQGQWRMCTATGLYYGDVIWVILSVEVGGLLGVTQQLSSFETEFNTQPHRKVEGNFNPFASPQKNRQSDENNLTDPGGSEFDSISKNTWAPVPEQSEQDQDRLSQSSVNLSPSSPANNLSVVTYSKGLHGPYPFGQS. Result: 0 (no interaction). (2) The miRNA is hsa-miR-5007-3p with sequence AUCAUAUGAACCAAACUCUAAU. The protein sequence of the target gene is MEKLHQCYWKSGEPQSDDIEASRMKRAAAKHLIERYYHQLTEGCGNEACTNEFCASCPTFLRMDNNAAAIKALELYKINAKLCDPHPSKKGASSAYLENSKGAPNNSCSEIKMNKKGARIDFKDVTYLTEEKVYEILELCREREDYSPLIRVIGRVFSSAEALVQSFRKVKQHTKEELKSLQAKDEDKDEDEKEKAACSAAAMEEDSEASSSRIGDSSQGDNNLQKLGPDDVSVDIDAIRRVYTRLLSNEKIETAFLNALVYLSPNVECDLTYHNVYSRDPNYLNLFIIVMENRNLHSPE.... Result: 1 (interaction). (3) The miRNA is mmu-miR-6951-5p with sequence UUGUAUUUGUGUGAUUAAAGU. The protein sequence of the target gene is MTLFPVLLFLVAGLLPSFPANEDKDPAFTALLTTQTQVQREIVNKHNELRRAVSPPARNMLKMEWNKEAAANAQKWANQCNYRHSNPKDRMTSLKCGENLYMSSASSSWSQAIQSWFDEYNDFDFGVGPKTPNAVVGHYTQVVWYSSYLVGCGNAYCPNQKVLKYYYVCQYCPAGNWANRLYVPYEQGAPCASCPDNCDDGLCTNGCKYEDLYSNCKSLKLTLTCKHQLVRDSCKASCNCSNSIY. Result: 0 (no interaction). (4) The miRNA is rno-miR-672-5p with sequence UGAGGUUGGUGUACUGUGUGUGA. The protein sequence of the target gene is MEPKVAELKQKIEDTLCPFGFEVYPFQVAWYNELLPPAFHLPLPGPTLAFLVLSTPAMFDRALKPFLQSCHLRMLTDPVDQCVAYHLGRVRESLPELQIEIIADYEVHPNRRPKILAQTAAHVAGAAYYYQRQDVEADPWGNQRISGVCIHPRFGGWFAIRGVVLLPGIEVPDLPPRKPHDCVPTRADRIALLEGFNFHWRDWTYRDAVTPQERYSEEQKAYFSTPPAQRLALLGLAQPSEKPSSPSPDLPFTTPAPKKPGNPSRARSWLSPRVSPPASPGP. Result: 0 (no interaction). (5) The miRNA is hsa-miR-19a-3p with sequence UGUGCAAAUCUAUGCAAAACUGA. The protein sequence of the target gene is MVCLKLPGGSYMAKLTVTLMVLSSPLALAGDTRPRFLQQDKYECHFFNGTERVRFLHRDIYNQEEDLRFDSDVGEYRAVTELGRPDAEYWNSQKDFLEDRRAAVDTYCRHNYGVGESFTVQRRVEPKVTVYPARTQTLQHHNLLVCSVNGFYPGSIEVRWFRNSQEEKAGVVSTGLIQNGDWTFQTLVMLETVPRSGEVYTCQVEHPSVTSPLTVEWRAQSESAQSKMLSGVGGFVLGLLFLGAGLFIYFKNQKGHSGLHPTGLVS. Result: 0 (no interaction). (6) The miRNA is mmu-miR-301b-3p with sequence CAGUGCAAUGGUAUUGUCAAAGC. The protein sequence of the target gene is MESFTNDRLQLPRNMIENSMFEEEPDVVDLAKEPCLHPLEPDEVEYEPRGSRLLVRGLGEHEMDEDEEDYESSAKLLGMSFMNRSSGLRNSAAGYRQSPDGTCSLPSARTLVICVFVIVVAVSVIMVIYLLPRCTFTKEGCHKTNQSAELIQPVATNGKVFPWAQIRLPTAIIPLCYELSLHPNLTSMTFRGSVTISLQALQDTRDIILHSTGHNISRVTFMSAVSSQEKQVEILEYPYHEQIAVVAPEPLLTGHNYTLKIEYSANISNSYYGFYGITYTDKSNEKKYFAATQFEPLAAR.... Result: 1 (interaction). (7) The miRNA is hsa-miR-4774-5p with sequence UCUGGUAUGUAGUAGGUAAUAA. The protein sequence of the target gene is MKTPVELAVSGMQTLGLQHRCRGGYRVKARTSYVDETLFGSPAGTRPTPPDFDPPWVEKANRTRGVGKEASKALGAKGSCETTPSRGSTPTLTPRKKNKYRPISHTPSYCDESLFGSRSEGASFGAPRMAKGDAAKLRALLWTPPPTPRGSHSPRPREAPLRAIHPAGPSKTEPGPAADSQKLSMGGLHSSRPLKRGLSHSLTHLNVPSTGHPATSAPHTNGPQDLRPSTSGVTFRSPLVTSRARSVSISVPSTPRRGGATQKPKPPWK. Result: 0 (no interaction).